From a dataset of Reaction yield outcomes from USPTO patents with 853,638 reactions. Predict the reaction yield, written as a fraction of the theoretical maximum amount of product (1.0 means a 100% yield; for example, 0.34 means a 34% yield). The reactants are [CH3:1][CH:2]([N:4]1[C:12](/[CH:13]=[CH:14]/[C@H:15]([OH:24])[CH2:16][C@H:17]([OH:23])[CH2:18][C:19]([O:21]C)=[O:20])=[C:11]([C:25]2[CH:30]=[CH:29][C:28]([F:31])=[CH:27][CH:26]=2)[C:10]2[C:5]1=[CH:6][CH:7]=[CH:8][CH:9]=2)[CH3:3].[OH-].[Na+:33].CC(O)C. The catalyst is O. The product is [CH3:3][CH:2]([N:4]1[C:12](/[CH:13]=[CH:14]/[CH:15]([OH:24])[CH2:16][CH:17]([OH:23])[CH2:18][C:19]([O-:21])=[O:20])=[C:11]([C:25]2[CH:26]=[CH:27][C:28]([F:31])=[CH:29][CH:30]=2)[C:10]2[CH:9]=[CH:8][CH:7]=[CH:6][C:5]1=2)[CH3:1].[Na+:33]. The yield is 0.226.